From a dataset of Forward reaction prediction with 1.9M reactions from USPTO patents (1976-2016). Predict the product of the given reaction. Given the reactants C([O-])([O-])=O.[K+].[K+].[Br:7][C:8]1[C:16]2[C:11](=[N:12][CH:13]=[C:14]([NH:17][C:18](=[O:40])[C:19]3[C:24]([F:25])=[CH:23][CH:22]=[C:21]([N:26](S(CCC)(=O)=O)[S:27]([CH2:30][CH2:31][CH3:32])(=[O:29])=[O:28])[C:20]=3[F:39])[CH:15]=2)[N:10](S(C2C=CC(C)=CC=2)(=O)=O)[N:9]=1, predict the reaction product. The product is: [Br:7][C:8]1[C:16]2[C:11](=[N:12][CH:13]=[C:14]([NH:17][C:18](=[O:40])[C:19]3[C:24]([F:25])=[CH:23][CH:22]=[C:21]([NH:26][S:27]([CH2:30][CH2:31][CH3:32])(=[O:29])=[O:28])[C:20]=3[F:39])[CH:15]=2)[NH:10][N:9]=1.